From a dataset of Peptide-MHC class I binding affinity with 185,985 pairs from IEDB/IMGT. Regression. Given a peptide amino acid sequence and an MHC pseudo amino acid sequence, predict their binding affinity value. This is MHC class I binding data. (1) The peptide sequence is LPFYETLPEL. The MHC is Patr-B1301 with pseudo-sequence Patr-B1301. The binding affinity (normalized) is 0.818. (2) The peptide sequence is NTKSDIDVI. The MHC is HLA-A02:06 with pseudo-sequence HLA-A02:06. The binding affinity (normalized) is 0.0250.